This data is from Catalyst prediction with 721,799 reactions and 888 catalyst types from USPTO. The task is: Predict which catalyst facilitates the given reaction. Reactant: [C:1]1([CH2:7][O:8][N:9]2[C:15](=[O:16])[N:14]3[CH2:17][C@H:10]2[CH2:11][CH2:12][C@H:13]3[C:18]([OH:20])=O)[CH:6]=[CH:5][CH:4]=[CH:3][CH:2]=1.C(N(CC)CC)C.[I-].ClC1C=CC=C[N+]=1C.[NH2:37][C:38]1[CH:43]=[CH:42][C:41]([Br:44])=[CH:40][N:39]=1. Product: [CH2:7]([O:8][N:9]1[C:15](=[O:16])[N:14]2[CH2:17][C@H:10]1[CH2:11][CH2:12][C@H:13]2[C:18]([NH:37][C:38]1[CH:43]=[CH:42][C:41]([Br:44])=[CH:40][N:39]=1)=[O:20])[C:1]1[CH:2]=[CH:3][CH:4]=[CH:5][CH:6]=1. The catalyst class is: 4.